The task is: Regression. Given two drug SMILES strings and cell line genomic features, predict the synergy score measuring deviation from expected non-interaction effect.. This data is from NCI-60 drug combinations with 297,098 pairs across 59 cell lines. Drug 1: C1=C(C(=O)NC(=O)N1)F. Drug 2: CC1C(C(CC(O1)OC2CC(OC(C2O)C)OC3=CC4=CC5=C(C(=O)C(C(C5)C(C(=O)C(C(C)O)O)OC)OC6CC(C(C(O6)C)O)OC7CC(C(C(O7)C)O)OC8CC(C(C(O8)C)O)(C)O)C(=C4C(=C3C)O)O)O)O. Cell line: OVCAR-8. Synergy scores: CSS=41.8, Synergy_ZIP=-0.652, Synergy_Bliss=-1.32, Synergy_Loewe=-1.51, Synergy_HSA=-1.42.